This data is from Full USPTO retrosynthesis dataset with 1.9M reactions from patents (1976-2016). The task is: Predict the reactants needed to synthesize the given product. (1) Given the product [CH3:3][O:4][C:5]1[CH:10]=[C:9]([CH2:11][CH2:12][N+:13]([O-:15])=[O:14])[CH:8]=[CH:7][C:6]=1[OH:16], predict the reactants needed to synthesize it. The reactants are: [BH4-].[Na+].[CH3:3][O:4][C:5]1[CH:10]=[C:9]([CH:11]=[CH:12][N+:13]([O-:15])=[O:14])[CH:8]=[CH:7][C:6]=1[OH:16].C(O)(=O)C. (2) Given the product [CH2:2]([O:9][C:10](=[O:31])[NH:11][C:12]1[CH:17]=[CH:16][C:15]([CH:18]2[CH2:19][CH2:20][N:21]([CH3:26])[CH2:22][C:23]2=[O:24])=[CH:14][C:13]=1[O:27][CH:28]([CH3:29])[CH3:30])[C:3]1[CH:8]=[CH:7][CH:6]=[CH:5][CH:4]=1, predict the reactants needed to synthesize it. The reactants are: Cl.[CH2:2]([O:9][C:10](=[O:31])[NH:11][C:12]1[CH:17]=[CH:16][C:15]([C:18]2[CH2:19][CH2:20][N:21]([CH3:26])[CH2:22][C:23]=2[O:24]C)=[CH:14][C:13]=1[O:27][CH:28]([CH3:30])[CH3:29])[C:3]1[CH:8]=[CH:7][CH:6]=[CH:5][CH:4]=1. (3) Given the product [F:24][C:5]1[C:6]([C:8]2[N:13]=[C:12]([O:14][CH2:15][C:16]3([C:22]#[N:23])[CH2:21][CH2:20][O:19][CH2:18][CH2:17]3)[CH:11]=[N:10][CH:9]=2)=[CH:7][C:2]([NH:36][C@H:33]2[CH2:32][CH2:31][C@H:30]([NH:29][CH2:28][CH2:27][O:26][CH3:25])[CH2:35][CH2:34]2)=[N:3][CH:4]=1, predict the reactants needed to synthesize it. The reactants are: F[C:2]1[CH:7]=[C:6]([C:8]2[N:13]=[C:12]([O:14][CH2:15][C:16]3([C:22]#[N:23])[CH2:21][CH2:20][O:19][CH2:18][CH2:17]3)[CH:11]=[N:10][CH:9]=2)[C:5]([F:24])=[CH:4][N:3]=1.[CH3:25][O:26][CH2:27][CH2:28][NH:29][C@H:30]1[CH2:35][CH2:34][C@H:33]([NH2:36])[CH2:32][CH2:31]1.C(=O)([O-])[O-].[K+].[K+].